This data is from Full USPTO retrosynthesis dataset with 1.9M reactions from patents (1976-2016). The task is: Predict the reactants needed to synthesize the given product. (1) Given the product [CH3:16][C:7]1[CH:6]=[C:5]([NH:4][C:1](=[O:3])[CH3:2])[CH:10]=[C:9]([CH3:11])[C:8]=1[S:12](=[O:14])(=[O:13])[NH2:17], predict the reactants needed to synthesize it. The reactants are: [C:1]([NH:4][C:5]1[CH:10]=[C:9]([CH3:11])[C:8]([S:12](Cl)(=[O:14])=[O:13])=[C:7]([CH3:16])[CH:6]=1)(=[O:3])[CH3:2].[NH3:17]. (2) Given the product [CH3:63][O:62][CH:60]1[CH2:67][N:57]([C:29]([C:25]2[CH:24]=[C:23]([NH:22][C:18]3[N:17]=[C:16]([C:5]4[CH:6]=[CH:7][C:8]([O:9][CH:10]5[CH2:11][CH2:12][O:13][CH2:14][CH2:15]5)=[C:3]([CH:4]=4)[C:1]#[N:2])[CH:21]=[CH:20][N:19]=3)[N:27]([CH3:28])[N:26]=2)=[O:31])[CH2:56]1, predict the reactants needed to synthesize it. The reactants are: [C:1]([C:3]1[CH:4]=[C:5]([C:16]2[CH:21]=[CH:20][N:19]=[C:18]([NH:22][C:23]3[N:27]([CH3:28])[N:26]=[C:25]([C:29]([OH:31])=O)[CH:24]=3)[N:17]=2)[CH:6]=[CH:7][C:8]=1[O:9][CH:10]1[CH2:15][CH2:14][O:13][CH2:12][CH2:11]1)#[N:2].C(C1C=C(C2C=CN=C(NC3N(C)[N:57]=[C:56]([C:60]([O:62][CH2:63]C)=O)C=3)N=2)C=CC=1OC1CCOCC1)#N.[OH-].[Na+].[CH3:67]CO. (3) Given the product [F:1][C:2]1[C:7]([F:8])=[CH:6][CH:5]=[CH:4][C:3]=1[CH2:9][S:10][C:11]1[N:16]=[C:15]([NH:17][S:18]([N:21]2[CH2:22][CH2:23][CH2:24]2)(=[O:19])=[O:20])[CH:14]=[C:13]([O:25][C@@H:26]([CH2:27][OH:28])[CH2:36][O:37][CH2:38][CH3:39])[N:12]=1, predict the reactants needed to synthesize it. The reactants are: [F:1][C:2]1[C:7]([F:8])=[CH:6][CH:5]=[CH:4][C:3]=1[CH2:9][S:10][C:11]1[N:16]=[C:15]([NH:17][S:18]([N:21]2[CH2:24][CH2:23][CH2:22]2)(=[O:20])=[O:19])[CH:14]=[C:13]([O:25][C@H:26]([CH2:36][O:37][CH2:38][CH3:39])[CH2:27][O:28][Si](C(C)(C)C)(C)C)[N:12]=1.[F-].C([N+](CCCC)(CCCC)CCCC)CCC. (4) Given the product [CH2:12]([N:16]1[C:9]([CH2:8][C:3]2[CH:4]=[CH:5][CH:6]=[CH:7][C:2]=2[Cl:1])=[N:19][NH:18][C:17]1=[S:20])[CH2:13][CH2:14][CH3:15], predict the reactants needed to synthesize it. The reactants are: [Cl:1][C:2]1[CH:7]=[CH:6][CH:5]=[CH:4][C:3]=1[CH2:8][C:9](O)=O.[CH2:12]([NH:16][C:17](=[S:20])[NH:18][NH2:19])[CH2:13][CH2:14][CH3:15]. (5) Given the product [Si:5]([O:8][C:9]1[CH:12]([C:13]2[CH:18]=[CH:17][C:16]([F:19])=[CH:15][CH:14]=2)[CH:40]([C:39]([O:48][CH2:49][CH3:50])=[O:47])[CH:41]([C:42]([O:44][CH2:45][CH3:46])=[O:43])[CH2:11][CH:10]=1)([C:1]([CH3:2])([CH3:3])[CH3:4])([CH3:7])[CH3:6], predict the reactants needed to synthesize it. The reactants are: [C:1]([Si:5]([O:8][C:9](=[CH:12][C:13]1[CH:18]=[CH:17][C:16]([F:19])=[CH:15][CH:14]=1)[CH:10]=[CH2:11])([CH3:7])[CH3:6])([CH3:4])([CH3:3])[CH3:2].C([Si](O/C(=C\C1C=CC(F)=CC=1)/C=C)(C)C)(C)(C)C.[C:39]([O:48][CH2:49][CH3:50])(=[O:47])/[CH:40]=[CH:41]/[C:42]([O:44][CH2:45][CH3:46])=[O:43]. (6) Given the product [NH2:18][C:9]1[CH:10]=[N:11][N:12]([CH2:13][C:14]([F:16])([F:17])[F:15])[C:8]=1[N:6]1[CH2:5][CH2:4][N:3]([C:21]([O:23][C:24]([CH3:27])([CH3:25])[CH3:26])=[O:22])[CH:2]([CH3:1])[CH2:7]1, predict the reactants needed to synthesize it. The reactants are: [CH3:1][CH:2]1[CH2:7][N:6]([C:8]2[N:12]([CH2:13][C:14]([F:17])([F:16])[F:15])[N:11]=[CH:10][C:9]=2[N+:18]([O-])=O)[CH2:5][CH2:4][N:3]1[C:21]([O:23][C:24]([CH3:27])([CH3:26])[CH3:25])=[O:22].[NH4+].[Cl-]. (7) Given the product [F:27][C:25]1([F:28])[O:24][C:23]2[CH:29]=[CH:30][C:20]([CH2:19][N:4]3[C:3](=[O:31])[C:2]([O:36][CH3:35])=[N:7][N:6]([C:8]4[CH:9]=[C:10]([NH:14][C:15](=[O:17])[CH3:16])[CH:11]=[CH:12][CH:13]=4)[C:5]3=[O:18])=[CH:21][C:22]=2[O:26]1, predict the reactants needed to synthesize it. The reactants are: Br[C:2]1[C:3](=[O:31])[N:4]([CH2:19][C:20]2[CH:30]=[CH:29][C:23]3[O:24][C:25]([F:28])([F:27])[O:26][C:22]=3[CH:21]=2)[C:5](=[O:18])[N:6]([C:8]2[CH:9]=[C:10]([NH:14][C:15](=[O:17])[CH3:16])[CH:11]=[CH:12][CH:13]=2)[N:7]=1.CN([CH:35]=[O:36])C.C[O-].[Na+].